Dataset: Catalyst prediction with 721,799 reactions and 888 catalyst types from USPTO. Task: Predict which catalyst facilitates the given reaction. (1) Reactant: [NH2:1][C:2]1[CH:3]=[C:4]([Cl:16])[C:5]([N:8]2[CH2:13][CH2:12][CH:11]([O:14][CH3:15])[CH2:10][CH2:9]2)=[N:6][CH:7]=1.[Cl:17][C:18]1[CH:23]=[CH:22][C:21]([N:24]2[CH:28]=[C:27]([C:29](Cl)=[O:30])[CH:26]=[N:25]2)=[CH:20][CH:19]=1.[CH2:32](N(CC)CC)C.[OH-].[Na+]. Product: [Cl:16][C:4]1[CH:3]=[C:2]([NH:1][C:29]([C:27]2[CH:26]=[N:25][N:24]([C:21]3[CH:22]=[CH:23][C:18]([Cl:17])=[CH:19][CH:20]=3)[C:28]=2[CH3:32])=[O:30])[CH:7]=[N:6][C:5]=1[N:8]1[CH2:13][CH2:12][CH:11]([O:14][CH3:15])[CH2:10][CH2:9]1. The catalyst class is: 228. (2) Reactant: I.CS[C:4](=[NH:18])[CH2:5][CH2:6][N:7]1[C:15](=[O:16])[C:14]2[C:9](=[CH:10][CH:11]=[CH:12][CH:13]=2)[C:8]1=[O:17].[C:19]([NH:27][NH2:28])(=O)[C:20]1[CH:25]=[CH:24][N:23]=[CH:22][CH:21]=1.C(=O)([O-])[O-].[Na+].[Na+].C(O)(=O)C. Product: [N:23]1[CH:24]=[CH:25][C:20]([C:19]2[NH:18][C:4]([CH2:5][CH2:6][N:7]3[C:15](=[O:16])[C:14]4[C:9](=[CH:10][CH:11]=[CH:12][CH:13]=4)[C:8]3=[O:17])=[N:28][N:27]=2)=[CH:21][CH:22]=1. The catalyst class is: 41. (3) Reactant: [O:1]([C:8]1[CH:13]=[CH:12][C:11]([C:14]2[C:22]3[C:17](=[N:18][CH:19]=[N:20][C:21]=3[NH2:23])[NH:16][N:15]=2)=[CH:10][CH:9]=1)[C:2]1[CH:7]=[CH:6][CH:5]=[CH:4][CH:3]=1.O[CH:25]1[CH2:38][C:27]2([CH2:30][N:29]([C:31]([O:33][C:34]([CH3:37])([CH3:36])[CH3:35])=[O:32])[CH2:28]2)[CH2:26]1.C1(P(C2C=CC=CC=2)C2C=CC=CC=2)C=CC=CC=1.N#N.CC(OC(/N=N/C(OC(C)C)=O)=O)C. Product: [NH2:23][C:21]1[N:20]=[CH:19][N:18]=[C:17]2[N:16]([CH:25]3[CH2:38][C:27]4([CH2:30][N:29]([C:31]([O:33][C:34]([CH3:36])([CH3:35])[CH3:37])=[O:32])[CH2:28]4)[CH2:26]3)[N:15]=[C:14]([C:11]3[CH:12]=[CH:13][C:8]([O:1][C:2]4[CH:7]=[CH:6][CH:5]=[CH:4][CH:3]=4)=[CH:9][CH:10]=3)[C:22]=12. The catalyst class is: 1. (4) Reactant: Cl[C:2]1[N:7]2[N:8]=[C:9]([CH:11]3[CH2:16][CH2:15][N:14]([CH2:17][C:18]([O:20][CH2:21][CH3:22])=[O:19])[CH2:13][CH2:12]3)[N:10]=[C:6]2[CH:5]=[C:4]([C:23]2[CH:28]=[CH:27][C:26]([Cl:29])=[CH:25][C:24]=2[Cl:30])[N:3]=1.Cl.Cl.[NH2:33][CH2:34][CH2:35][NH:36][C:37]1[CH:44]=[CH:43][C:40]([C:41]#[N:42])=[CH:39][N:38]=1.C(N(CC)C(C)C)(C)C. Product: [C:41]([C:40]1[CH:43]=[CH:44][C:37]([NH:36][CH2:35][CH2:34][NH:33][C:2]2[N:7]3[N:8]=[C:9]([CH:11]4[CH2:12][CH2:13][N:14]([CH2:17][C:18]([O:20][CH2:21][CH3:22])=[O:19])[CH2:15][CH2:16]4)[N:10]=[C:6]3[CH:5]=[C:4]([C:23]3[CH:28]=[CH:27][C:26]([Cl:29])=[CH:25][C:24]=3[Cl:30])[N:3]=2)=[N:38][CH:39]=1)#[N:42]. The catalyst class is: 16. (5) Reactant: [C:1]([C:4]1[CH:5]=[N:6][CH:7]=[CH:8][CH:9]=1)(=O)[CH3:2].C([O-])=O.[NH4+:13]. Product: [NH2:13][CH:1]([C:4]1[CH:5]=[N:6][CH:7]=[CH:8][CH:9]=1)[CH3:2]. The catalyst class is: 813. (6) The catalyst class is: 5. Reactant: C[O:2][C:3]([C:5]1([C:8]2[CH:13]=[CH:12][C:11]([CH2:14][N:15]([S:24]([C:27]3[CH:32]=[CH:31][C:30]([Cl:33])=[CH:29][CH:28]=3)(=[O:26])=[O:25])[C@@H:16]3[CH2:22][CH2:21][CH2:20][CH2:19][NH:18][C:17]3=[O:23])=[CH:10][CH:9]=2)[CH2:7][CH2:6]1)=[O:4].[OH-].[Na+]. Product: [Cl:33][C:30]1[CH:31]=[CH:32][C:27]([S:24]([N:15]([CH2:14][C:11]2[CH:10]=[CH:9][C:8]([C:5]3([C:3]([OH:4])=[O:2])[CH2:6][CH2:7]3)=[CH:13][CH:12]=2)[C@@H:16]2[CH2:22][CH2:21][CH2:20][CH2:19][NH:18][C:17]2=[O:23])(=[O:25])=[O:26])=[CH:28][CH:29]=1. (7) Reactant: CS(O[CH2:6][C:7]1[CH:12]=[CH:11][C:10]([N+:13]([O-:15])=[O:14])=[C:9]([CH3:16])[CH:8]=1)(=O)=O.[H-].[Na+].[F:19][C:20]([F:29])([F:28])[CH2:21][CH2:22][CH:23]([C:26]#[N:27])[C:24]#[N:25]. Product: [CH3:16][C:9]1[CH:8]=[C:7]([CH:12]=[CH:11][C:10]=1[N+:13]([O-:15])=[O:14])[CH2:6][C:23]([CH2:22][CH2:21][C:20]([F:19])([F:28])[F:29])([C:24]#[N:25])[C:26]#[N:27]. The catalyst class is: 9. (8) Reactant: [CH3:1][O:2][C:3]1[CH:11]=[CH:10][C:6]([CH2:7][CH2:8][NH2:9])=[CH:5][CH:4]=1.[OH-].[Na+].[C:14](Cl)(=[O:16])[CH3:15]. Product: [CH3:1][O:2][C:3]1[CH:11]=[CH:10][C:6]([CH2:7][CH2:8][NH:9][C:14](=[O:16])[CH3:15])=[CH:5][CH:4]=1. The catalyst class is: 4. (9) Reactant: [C:1]1([C@H:7]([N:9]2[CH2:14][CH2:13][O:12][C@@H:11]([C:15]3[CH:20]=[CH:19][C:18]([NH:21][C:22]4[CH:27]=[CH:26][CH:25]=[CH:24][N:23]=4)=[CH:17][CH:16]=3)[CH2:10]2)[CH3:8])[CH:6]=[CH:5][CH:4]=[CH:3][CH:2]=1.IC.[CH3:30]C(C)([O-])C.[K+].O. Product: [CH3:30][N:21]([C:18]1[CH:19]=[CH:20][C:15]([C@@H:11]2[O:12][CH2:13][CH2:14][N:9]([C@@H:7]([C:1]3[CH:2]=[CH:3][CH:4]=[CH:5][CH:6]=3)[CH3:8])[CH2:10]2)=[CH:16][CH:17]=1)[C:22]1[CH:27]=[CH:26][CH:25]=[CH:24][N:23]=1. The catalyst class is: 7. (10) Reactant: [Cl:1][CH2:2][C:3]1[N:4]=[C:5]2[S:12][CH:11]=[CH:10][N:6]2[C:7](=[O:9])[CH:8]=1.[C:13]1([P:19]([C:26]2[CH:31]=[CH:30][CH:29]=[CH:28][CH:27]=2)[C:20]2[CH:25]=[CH:24][CH:23]=[CH:22][CH:21]=2)[CH:18]=[CH:17][CH:16]=[CH:15][CH:14]=1. Product: [Cl-:1].[O:9]=[C:7]1[N:6]2[CH:10]=[CH:11][S:12][C:5]2=[N:4][C:3]([CH2:2][P+:19]([C:20]2[CH:21]=[CH:22][CH:23]=[CH:24][CH:25]=2)([C:26]2[CH:31]=[CH:30][CH:29]=[CH:28][CH:27]=2)[C:13]2[CH:14]=[CH:15][CH:16]=[CH:17][CH:18]=2)=[CH:8]1. The catalyst class is: 10.